From a dataset of Catalyst prediction with 721,799 reactions and 888 catalyst types from USPTO. Predict which catalyst facilitates the given reaction. (1) Reactant: [Cl-].O[NH3+:3].[C:4](=[O:7])([O-])[OH:5].[Na+].CS(C)=O.[CH2:13]([C:15]1[S:52][C:18]2[N:19]([CH2:36][C:37]3[CH:42]=[CH:41][C:40]([C:43]4[C:44]([C:50]#[N:51])=[CH:45][CH:46]=[C:47]([CH3:49])[CH:48]=4)=[CH:39][CH:38]=3)[C:20](=[O:35])[N:21]([CH2:24][C:25]([C:27]3[CH:32]=[CH:31][C:30]([O:33][CH3:34])=[CH:29][CH:28]=3)=[O:26])[C:22](=[O:23])[C:17]=2[CH:16]=1)[CH3:14]. Product: [CH2:13]([C:15]1[S:52][C:18]2[N:19]([CH2:36][C:37]3[CH:42]=[CH:41][C:40]([C:43]4[CH:48]=[C:47]([CH3:49])[CH:46]=[CH:45][C:44]=4[C:50]4[NH:3][C:4](=[O:7])[O:5][N:51]=4)=[CH:39][CH:38]=3)[C:20](=[O:35])[N:21]([CH2:24][C:25]([C:27]3[CH:32]=[CH:31][C:30]([O:33][CH3:34])=[CH:29][CH:28]=3)=[O:26])[C:22](=[O:23])[C:17]=2[CH:16]=1)[CH3:14]. The catalyst class is: 22. (2) Reactant: [Cl:1][C:2]1[CH:7]=[CH:6][N:5]=[C:4]2[C:8]([C:11]([NH:13][C@H:14]3[CH2:19][CH2:18][CH2:17][CH2:16][C@@H:15]3[OH:20])=[O:12])=[CH:9][NH:10][C:3]=12.Cl.Cl[CH2:23][C:24]1[CH:25]=[N:26][N:27]([CH3:29])[CH:28]=1.C(=O)([O-])[O-].[Cs+].[Cs+]. Product: [Cl:1][C:2]1[CH:7]=[CH:6][N:5]=[C:4]2[C:8]([C:11]([NH:13][C@H:14]3[CH2:19][CH2:18][CH2:17][CH2:16][C@@H:15]3[OH:20])=[O:12])=[CH:9][N:10]([CH2:23][C:24]3[CH:25]=[N:26][N:27]([CH3:29])[CH:28]=3)[C:3]=12. The catalyst class is: 3. (3) Reactant: [C:1]([C:3]1[CH:4]=[CH:5][C:6]([NH2:9])=[N:7][CH:8]=1)#[CH:2].[CH2:10]([O:17][C:18]1[CH:23]=[CH:22][C:21]([CH2:24][C:25](Cl)=[N:26][OH:27])=[CH:20][CH:19]=1)[C:11]1[CH:16]=[CH:15][CH:14]=[CH:13][CH:12]=1.C(N(CC)CC)C. Product: [CH2:10]([O:17][C:18]1[CH:23]=[CH:22][C:21]([CH2:24][C:25]2[CH:2]=[C:1]([C:3]3[CH:4]=[CH:5][C:6]([NH2:9])=[N:7][CH:8]=3)[O:27][N:26]=2)=[CH:20][CH:19]=1)[C:11]1[CH:12]=[CH:13][CH:14]=[CH:15][CH:16]=1. The catalyst class is: 7. (4) Reactant: [NH:1]1[CH2:4][CH:3]([C:5]2[CH:27]=[CH:26][C:8]3[C:9]4[N:10]=[C:11]([C:17]5[N:18]([CH:23]([CH3:25])[CH3:24])[N:19]=[C:20]([CH3:22])[N:21]=5)[S:12][C:13]=4[CH2:14][CH2:15][O:16][C:7]=3[CH:6]=2)[CH2:2]1.[Si]([O:35][CH2:36][CH:37]=O)(C(C)(C)C)(C)C.C(O)(=O)C.C(O[BH-](OC(=O)C)OC(=O)C)(=O)C.[Na+].Cl.[OH-].[Na+]. Product: [CH:23]([N:18]1[C:17]([C:11]2[S:12][C:13]3[CH2:14][CH2:15][O:16][C:7]4[CH:6]=[C:5]([CH:3]5[CH2:4][N:1]([CH2:37][CH2:36][OH:35])[CH2:2]5)[CH:27]=[CH:26][C:8]=4[C:9]=3[N:10]=2)=[N:21][C:20]([CH3:22])=[N:19]1)([CH3:25])[CH3:24]. The catalyst class is: 2. (5) Product: [Cl:19][C:20]1[CH:27]=[CH:26][C:23]([CH2:24][N:14]2[CH:13]=[C:12]([N+:15]([O-:17])=[O:16])[C:11](=[O:18])[NH:10][CH:9]2[S:8][CH3:7])=[CH:22][CH:21]=1. Reactant: C(=O)([O-])[O-].[K+].[K+].[CH3:7][S:8][C:9]1[NH:10][C:11](=[O:18])[C:12]([N+:15]([O-:17])=[O:16])=[CH:13][N:14]=1.[Cl:19][C:20]1[CH:27]=[CH:26][C:23]([CH2:24]Br)=[CH:22][CH:21]=1.CN(C=O)C. The catalyst class is: 6. (6) Reactant: [C:1]1([C:11]2([C:16]#N)[CH2:15][CH2:14][CH2:13][CH2:12]2)[C:10]2[C:5](=[CH:6][CH:7]=[CH:8][CH:9]=2)[CH:4]=[CH:3][CH:2]=1.[H-].C([Al+]CC(C)C)C(C)C.C(OCC)(=[O:30])C. Product: [C:1]1([C:11]2([CH:16]=[O:30])[CH2:15][CH2:14][CH2:13][CH2:12]2)[C:10]2[C:5](=[CH:6][CH:7]=[CH:8][CH:9]=2)[CH:4]=[CH:3][CH:2]=1. The catalyst class is: 665.